This data is from Full USPTO retrosynthesis dataset with 1.9M reactions from patents (1976-2016). The task is: Predict the reactants needed to synthesize the given product. (1) Given the product [CH2:15]([O:13][C:12](=[O:14])[CH2:11][CH:6]1[CH2:10][CH2:9][CH2:8][CH2:7]1)[CH3:16], predict the reactants needed to synthesize it. The reactants are: S(=O)(=O)(O)O.[CH:6]1([CH2:11][C:12]([OH:14])=[O:13])[CH2:10][CH2:9][CH2:8][CH2:7]1.[CH3:15][CH2:16]O. (2) The reactants are: [Br:1][C:2]1[CH:7]=[CH:6][C:5]([N+:8]([O-:10])=[O:9])=[C:4](F)[CH:3]=1.[F:12][C:13]1[CH:14]=[C:15]([CH:18]=[CH:19][CH:20]=1)[CH2:16][NH2:17].C(=O)([O-])[O-].[K+].[K+]. Given the product [Br:1][C:2]1[CH:7]=[CH:6][C:5]([N+:8]([O-:10])=[O:9])=[C:4]([CH:3]=1)[NH:17][CH2:16][C:15]1[CH:18]=[CH:19][CH:20]=[C:13]([F:12])[CH:14]=1, predict the reactants needed to synthesize it. (3) Given the product [CH3:1][O:2][C:3]1[CH:4]=[C:5]2[C:9](=[CH:10][CH:11]=1)[N:8]([CH2:21][C:22]1[CH:23]=[C:24]([CH:29]=[CH:30][CH:31]=1)[C:25]([O:27][CH3:28])=[O:26])[C:7]([C:12]1[CH:13]=[CH:14][CH:15]=[CH:16][CH:17]=1)=[CH:6]2, predict the reactants needed to synthesize it. The reactants are: [CH3:1][O:2][C:3]1[CH:4]=[C:5]2[C:9](=[CH:10][CH:11]=1)[NH:8][C:7]([C:12]1[CH:17]=[CH:16][CH:15]=[CH:14][CH:13]=1)=[CH:6]2.[H-].[Na+].Br[CH2:21][C:22]1[CH:23]=[C:24]([CH:29]=[CH:30][CH:31]=1)[C:25]([O:27][CH3:28])=[O:26].ClCCl.CCCCCC. (4) Given the product [F:19][C:18]([F:21])([F:20])[C:15]1[CH:16]=[CH:17][C:12]([C:11]2[NH:27][C:3](=[O:2])[C:5]3[N:6]([CH:7]=[CH:8][CH:9]=3)[CH:10]=2)=[CH:13][CH:14]=1, predict the reactants needed to synthesize it. The reactants are: C[O:2][C:3]([C:5]1[N:6]([CH2:10][C:11](=O)[C:12]2[CH:17]=[CH:16][C:15]([C:18]([F:21])([F:20])[F:19])=[CH:14][CH:13]=2)[CH:7]=[CH:8][CH:9]=1)=O.C([O-])(=O)C.[NH4+:27]. (5) Given the product [Br:17][C:4]1[C:5]2[C:6](=[CH:11][CH:12]=[CH:13][CH:14]=2)[C:7](=[O:9])[O:8][C:3]=1[C@H:2]([OH:1])[CH2:15][OH:16], predict the reactants needed to synthesize it. The reactants are: [OH:1][C@H:2]([CH2:15][OH:16])[C:3]#[C:4][C:5]1[CH:14]=[CH:13][CH:12]=[CH:11][C:6]=1[C:7]([O:9]C)=[O:8].[BrH:17].C1(NC2CCCCC2)CCCCC1. (6) Given the product [C:1]([CH2:3][NH:4][C:5]([C:7]1([NH:13][C:30](=[O:31])[C:29]2[CH:28]=[CH:27][C:26]([CH:23]3[CH2:22][CH2:21][N:20]([CH:15]4[CH2:19][CH2:18][CH2:17][CH2:16]4)[CH2:25][CH2:24]3)=[CH:34][CH:33]=2)[CH2:12][CH2:11][CH2:10][CH2:9][CH2:8]1)=[O:6])#[N:2], predict the reactants needed to synthesize it. The reactants are: [C:1]([CH2:3][NH:4][C:5]([C:7]1([NH2:13])[CH2:12][CH2:11][CH2:10][CH2:9][CH2:8]1)=[O:6])#[N:2].Cl.[CH:15]1([N:20]2[CH2:25][CH2:24][CH:23]([C:26]3[CH:34]=[CH:33][C:29]([C:30](O)=[O:31])=[CH:28][CH:27]=3)[CH2:22][CH2:21]2)[CH2:19][CH2:18][CH2:17][CH2:16]1.C1C=CC2N(O)N=NC=2C=1.C(N(CC)CC)C. (7) The reactants are: [F:1][C:2]1[CH:7]=[CH:6][CH:5]=[CH:4][C:3]=1Br.[CH3:9][CH:10]([OH:14])[CH2:11][CH:12]=[CH2:13].[Cl-].[Li+].O.O.C([O-])(=O)C.[Li+].Cl. Given the product [F:1][C:2]1[CH:7]=[CH:6][CH:5]=[CH:4][C:3]=1[CH2:13][CH2:12][CH2:11][C:10](=[O:14])[CH3:9], predict the reactants needed to synthesize it. (8) Given the product [Cl:22][C:17]1[NH:18][C:19]2[C:20](=[O:21])[N:12]([CH2:11][CH2:10][CH2:9][NH:8][C:39](=[O:40])[O:41][CH2:42][C:43]3[CH:48]=[CH:47][CH:46]=[CH:45][CH:44]=3)[C:13](=[O:28])[N:14]([CH2:23][CH2:24][CH2:25][CH2:26][CH3:27])[C:15]=2[N:16]=1, predict the reactants needed to synthesize it. The reactants are: FC(F)(F)C(O)=O.[NH2:8][CH2:9][CH2:10][CH2:11][N:12]1[C:20](=[O:21])[C:19]2[NH:18][C:17]([Cl:22])=[N:16][C:15]=2[N:14]([CH2:23][CH2:24][CH2:25][CH2:26][CH3:27])[C:13]1=[O:28].CCN(C(C)C)C(C)C.Cl[C:39]([O:41][CH2:42][C:43]1[CH:48]=[CH:47][CH:46]=[CH:45][CH:44]=1)=[O:40]. (9) Given the product [CH2:15]([OH:16])[C@H:13]1[O:14][C@H:9]([O:8][C@H:6]2[O:7][C@H:2]([CH2:1][OH:23])[C@@H:3]([OH:22])[C@H:4]([OH:21])[C@H:5]2[OH:20])[C@H:10]([OH:19])[C@@H:11]([OH:18])[C@@H:12]1[OH:17], predict the reactants needed to synthesize it. The reactants are: [CH2:1]([OH:23])[C@H:2]1[O:7][C@H:6]([O:8][C@H:9]2[O:14][C@H:13]([CH2:15][OH:16])[C@@H:12]([OH:17])[C@H:11]([OH:18])[C@H:10]2[OH:19])[C@H:5]([OH:20])[C@@H:4]([OH:21])[C@@H:3]1[OH:22].O.O.